This data is from Catalyst prediction with 721,799 reactions and 888 catalyst types from USPTO. The task is: Predict which catalyst facilitates the given reaction. (1) Reactant: [C:1]([C:3]1[CH:4]=[C:5]([C:9]2([C:22]#[N:23])[CH2:14][CH2:13][N:12]([C:15]([O:17][C:18]([CH3:21])([CH3:20])[CH3:19])=[O:16])[CH2:11][CH2:10]2)[CH:6]=[CH:7][CH:8]=1)#[N:2].Cl.[H][H]. Product: [NH2:2][CH2:1][C:3]1[CH:4]=[C:5]([C:9]2([C:22]#[N:23])[CH2:10][CH2:11][N:12]([C:15]([O:17][C:18]([CH3:19])([CH3:20])[CH3:21])=[O:16])[CH2:13][CH2:14]2)[CH:6]=[CH:7][CH:8]=1. The catalyst class is: 29. (2) Reactant: [F:1][C:2]1[CH:10]=[CH:9][C:5]([C:6]([OH:8])=O)=[CH:4][CH:3]=1.C(C1NC=CN=1)(C1NC=CN=1)=O.O/[N:24]=[C:25](\[NH2:43])/[C:26]1[CH:31]=[CH:30][C:29]([C:32]2[NH:36][C:35]3[CH:37]=[CH:38][C:39]([O:41][CH3:42])=[CH:40][C:34]=3[N:33]=2)=[CH:28][CH:27]=1. Product: [F:1][C:2]1[CH:3]=[CH:4][C:5]([C:6]2[O:8][N:24]=[C:25]([C:26]3[CH:31]=[CH:30][C:29]([C:32]4[NH:36][C:35]5[CH:37]=[CH:38][C:39]([O:41][CH3:42])=[CH:40][C:34]=5[N:33]=4)=[CH:28][CH:27]=3)[N:43]=2)=[CH:9][CH:10]=1. The catalyst class is: 3. (3) Reactant: [Cl:1][C:2]1[CH:7]=[C:6]([N+]([O-])=O)[CH:5]=[C:4]([Cl:11])[N:3]=1.[C:12](=O)([O-])[O-:13].[K+].[K+]. Product: [Cl:1][C:2]1[CH:7]=[C:6]([O:13][CH3:12])[CH:5]=[C:4]([Cl:11])[N:3]=1. The catalyst class is: 5. (4) Reactant: C(OC([NH:8][C:9]([CH3:34])([CH3:33])[C@H:10]([NH:15][C:16](=[O:32])[C:17]1[CH:22]=[CH:21][C:20]([C:23]#[C:24][C:25]#[C:26][C:27]([OH:31])([CH3:30])[CH2:28][OH:29])=[CH:19][CH:18]=1)[C:11]([O:13][CH3:14])=[O:12])=O)(C)(C)C.Cl. Product: [NH2:8][C:9]([CH3:34])([CH3:33])[C@H:10]([NH:15][C:16](=[O:32])[C:17]1[CH:22]=[CH:21][C:20]([C:23]#[C:24][C:25]#[C:26][C:27]([OH:31])([CH3:30])[CH2:28][OH:29])=[CH:19][CH:18]=1)[C:11]([O:13][CH3:14])=[O:12]. The catalyst class is: 2. (5) The catalyst class is: 3. Reactant: [CH3:1][N:2]1[C:6]2[CH:7]=[CH:8][C:9]([C:11]([OH:13])=O)=[CH:10][C:5]=2[N:4]=[C:3]1[NH:14][C:15]1[S:16][C:17]2[CH:23]=[C:22]([C:24]([F:27])([F:26])[F:25])[CH:21]=[CH:20][C:18]=2[N:19]=1.[CH3:28][O:29][C:30](=[O:45])[C@@H:31]([NH2:44])[CH2:32][CH2:33][CH2:34][CH2:35][NH:36][C:37]([O:39][C:40]([CH3:43])([CH3:42])[CH3:41])=[O:38].CN(C([O:53]N1N=NC2C=CC=CC1=2)=[N+](C)C)C.F[P-](F)(F)(F)(F)F.[CH3:70][CH2:71][N:72](C(C)C)C(C)C. Product: [CH3:28][O:29][C:30](=[O:45])[C@@H:31]([NH:44][C:70](=[O:53])[CH2:71][NH:72][C:11]([C:9]1[CH:8]=[CH:7][C:6]2[N:2]([CH3:1])[C:3]([NH:14][C:15]3[S:16][C:17]4[CH:23]=[C:22]([C:24]([F:27])([F:25])[F:26])[CH:21]=[CH:20][C:18]=4[N:19]=3)=[N:4][C:5]=2[CH:10]=1)=[O:13])[CH2:32][CH2:33][CH2:34][CH2:35][NH:36][C:37]([O:39][C:40]([CH3:41])([CH3:42])[CH3:43])=[O:38]. (6) Reactant: CO.[CH:3]1([O:8][C:9]2[CH:10]=[C:11]([C:17](=[O:19])[CH3:18])[CH:12]=[CH:13][C:14]=2[O:15][CH3:16])[CH2:7][CH2:6][CH2:5][CH2:4]1.[Br-:20].[Br-].[Br-].C[N+](C)(C)C1C=CC=CC=1.C[N+](C1C=CC=CC=1)(C)C.C[N+](C1C=CC=CC=1)(C)C.C(=O)([O-])O.[Na+]. Product: [Br:20][CH2:18][C:17]([C:11]1[CH:12]=[CH:13][C:14]([O:15][CH3:16])=[C:9]([O:8][CH:3]2[CH2:4][CH2:5][CH2:6][CH2:7]2)[CH:10]=1)=[O:19]. The catalyst class is: 6. (7) The catalyst class is: 831. Reactant: [Cl:1][C:2]1[CH:3]=[C:4]([CH:13]=[C:14]([N+:16]([O-])=O)[CH:15]=1)[O:5][C:6]1[S:10][C:9]([CH:11]=O)=[CH:8][CH:7]=1.O.NN.[OH-].[K+]. Product: [Cl:1][C:2]1[CH:15]=[C:14]([CH:13]=[C:4]([O:5][C:6]2[S:10][C:9]([CH3:11])=[CH:8][CH:7]=2)[CH:3]=1)[NH2:16].